The task is: Binary Classification. Given a drug SMILES string, predict its activity (active/inactive) in a high-throughput screening assay against a specified biological target.. This data is from HIV replication inhibition screening data with 41,000+ compounds from the AIDS Antiviral Screen. (1) The compound is CCC1CC2CC3c4[nH]c5ccc(OC)cc5c4CCN(C2)C13.Cl. The result is 0 (inactive). (2) The molecule is [BrH+][Co-4]12([BrH+])(NCCN1)NCCN2.[O-][Cl+3]([O-])([O-])[OH2+]. The result is 0 (inactive). (3) The drug is Cc1cc(C=C2C(=O)NC(=S)NC2=O)c(C)n1-c1ccccc1. The result is 0 (inactive). (4) The molecule is CC(C)(C)n1[se]c2ccccc2c1=O. The result is 0 (inactive). (5) The molecule is CC(C)C(O)(C(=O)OCC1=CC[N+]2([O-])CCC(O)C12)C(C)O. The result is 0 (inactive). (6) The drug is CC(C)c1cc(C(C)C)c(S(=O)(=O)N=[N+]=[N-])c(C(C)C)c1. The result is 0 (inactive). (7) The compound is CCCCCCCCCCCCCCCCCCOC(COP(=O)(O)OCC1CCC(n2cnc3c(O)ncnc32)O1)COP(=O)(O)OCC1OC(n2cc(C)c(=O)[nH]c2=O)CC1N=[N+]=[N-]. The result is 1 (active). (8) The compound is CCCCCCN(CCCCCC)N=Cc1c2c(O)c3c(O)c(C)c4c(c3c1O)C(=O)C(C)(OC=CC(OC)C(C)C(OC(C)=O)C(C)C(O)C(C)C(O)C(C)C=CC=C(C)C(=O)N2)O4. The result is 0 (inactive). (9) The drug is NCCCNc1ccc2c(c1)[n+]([O-])c1ccccc1[n+]2[O-]. The result is 0 (inactive).